From a dataset of Reaction yield outcomes from USPTO patents with 853,638 reactions. Predict the reaction yield, written as a fraction of the theoretical maximum amount of product (1.0 means a 100% yield; for example, 0.34 means a 34% yield). (1) The reactants are Br[C:2]1[CH:7]=[CH:6][C:5]([Br:8])=[CH:4][N:3]=1.[H-].[Na+].[OH:11][C:12]1[CH:17]=[CH:16][O:15][CH2:14][CH:13]=1. The product is [Br:8][C:5]1[CH:6]=[CH:7][C:2]([O:11][CH:12]2[CH2:17][CH2:16][O:15][CH2:14][CH2:13]2)=[N:3][CH:4]=1. The yield is 0.870. The catalyst is CN(C)C=O.[Cl-].[Na+].O. (2) The reactants are Br[C:2]1[C:7](=[O:8])[N:6]([CH2:9][C:10]2[CH:15]=[CH:14][C:13]([Cl:16])=[CH:12][CH:11]=2)[C:5]([NH:17][C:18]2[CH:23]=[CH:22][C:21]([O:24][C:25]3[CH:30]=[CH:29][CH:28]=[C:27]([C:31]#[N:32])[N:26]=3)=[CH:20][CH:19]=2)=[N:4][CH:3]=1.[C:33]1(B(O)O)[CH:38]=[CH:37][CH:36]=[CH:35][CH:34]=1.C(=O)([O-])[O-].[Na+].[Na+].[NH4+].[Cl-]. The catalyst is C1C=CC(P(C2C=CC=CC=2)[C-]2C=CC=C2)=CC=1.C1C=CC(P(C2C=CC=CC=2)[C-]2C=CC=C2)=CC=1.Cl[Pd]Cl.[Fe+2].C1COCC1.ClCCl. The product is [Cl:16][C:13]1[CH:12]=[CH:11][C:10]([CH2:9][N:6]2[C:7](=[O:8])[C:2]([C:33]3[CH:38]=[CH:37][CH:36]=[CH:35][CH:34]=3)=[CH:3][N:4]=[C:5]2[NH:17][C:18]2[CH:19]=[CH:20][C:21]([O:24][C:25]3[CH:30]=[CH:29][CH:28]=[C:27]([C:31]#[N:32])[N:26]=3)=[CH:22][CH:23]=2)=[CH:15][CH:14]=1. The yield is 0.440.